From a dataset of Forward reaction prediction with 1.9M reactions from USPTO patents (1976-2016). Predict the product of the given reaction. (1) Given the reactants [C:1]1([N:7]2[C:12](=[O:13])[C:11]3[S:14][CH:15]=[C:16]([C:17]4[CH:22]=[CH:21][CH:20]=[CH:19][CH:18]=4)[C:10]=3[N:9]=[CH:8]2)[CH:6]=[CH:5][CH:4]=[CH:3][CH:2]=1.NC1C(C2C=CC(C)=CC=2)=CSC=1[C:36](OC)=[O:37].[CH:40](OCC)(OCC)OCC.COC1C=CC(N)=CC=1, predict the reaction product. The product is: [CH3:36][O:37][C:4]1[CH:5]=[CH:6][C:1]([N:7]2[C:12](=[O:13])[C:11]3[S:14][CH:15]=[C:16]([C:17]4[CH:18]=[CH:19][C:20]([CH3:40])=[CH:21][CH:22]=4)[C:10]=3[N:9]=[CH:8]2)=[CH:2][CH:3]=1. (2) Given the reactants C1(O[C:8](=[O:34])[NH:9][C:10]2[CH:15]=[CH:14][C:13]([O:16][C:17]3[CH:22]=[CH:21][C:20]([NH:23][C:24](=[O:33])[C:25]4[CH:30]=[CH:29][C:28]([Cl:31])=[C:27]([Cl:32])[CH:26]=4)=[CH:19][N:18]=3)=[CH:12][CH:11]=2)C=CC=CC=1.[CH2:35]([N:45]1[CH2:50][CH2:49][NH:48][CH2:47][CH2:46]1)[C:36]1[CH:44]=[CH:43][C:42]2[O:41][CH2:40][O:39][C:38]=2[CH:37]=1, predict the reaction product. The product is: [ClH:31].[Cl:32][C:27]1[CH:26]=[C:25]([CH:30]=[CH:29][C:28]=1[Cl:31])[C:24]([NH:23][C:20]1[CH:21]=[CH:22][C:17]([O:16][C:13]2[CH:12]=[CH:11][C:10]([NH:9][C:8]([N:48]3[CH2:49][CH2:50][N:45]([CH2:35][C:36]4[CH:44]=[CH:43][C:42]5[O:41][CH2:40][O:39][C:38]=5[CH:37]=4)[CH2:46][CH2:47]3)=[O:34])=[CH:15][CH:14]=2)=[N:18][CH:19]=1)=[O:33].